From a dataset of Full USPTO retrosynthesis dataset with 1.9M reactions from patents (1976-2016). Predict the reactants needed to synthesize the given product. Given the product [Si:2]([O:9][CH:10]([CH:23]=[CH2:24])[CH2:11][N:12]1[C:16]2[N:17]=[CH:18][N:19]=[C:20]([NH2:1])[C:15]=2[C:14]([I:22])=[CH:13]1)([C:5]([CH3:8])([CH3:7])[CH3:6])([CH3:4])[CH3:3], predict the reactants needed to synthesize it. The reactants are: [NH3:1].[Si:2]([O:9][CH:10]([CH:23]=[CH2:24])[CH2:11][N:12]1[C:16]2[N:17]=[CH:18][N:19]=[C:20](Cl)[C:15]=2[C:14]([I:22])=[CH:13]1)([C:5]([CH3:8])([CH3:7])[CH3:6])([CH3:4])[CH3:3].